From a dataset of Blood-brain barrier permeability regression values from the B3DB database. Regression/Classification. Given a drug SMILES string, predict its absorption, distribution, metabolism, or excretion properties. Task type varies by dataset: regression for continuous measurements (e.g., permeability, clearance, half-life) or binary classification for categorical outcomes (e.g., BBB penetration, CYP inhibition). For this dataset (b3db_regression), we predict Y. (1) The drug is CCC(=O)N(C1CCN(CC1)CCC2=CC=CC=C2)C3=CC=CC=C3. The Y is 0.600 log(BB ratio). (2) The Y is 1.00 log(BB ratio). The compound is C1CN(CCC1S(=O)(=O)C2=CC=C(C=C2)C#N)CCC3=C(C=C(C=C3)F)F.